This data is from Forward reaction prediction with 1.9M reactions from USPTO patents (1976-2016). The task is: Predict the product of the given reaction. (1) Given the reactants O[CH:2]([C:5]1[N:10]=[CH:9][C:8]([C:11]2[CH:19]=[CH:18][C:14]([C:15]([NH2:17])=[O:16])=[CH:13][CH:12]=2)=[CH:7][CH:6]=1)[CH2:3][CH3:4].P(Br)(Br)[Br:21], predict the reaction product. The product is: [Br:21][CH:2]([C:5]1[N:10]=[CH:9][C:8]([C:11]2[CH:19]=[CH:18][C:14]([C:15]([NH2:17])=[O:16])=[CH:13][CH:12]=2)=[CH:7][CH:6]=1)[CH2:3][CH3:4]. (2) Given the reactants NC1(C2C=CC(C3C(C4C=CC=CC=4)=CC4N(CCC#N)C(=O)COC=4N=3)=CC=2)CCC1.C(OC(=O)[NH:39][C:40]1([C:44]2[CH:49]=[CH:48][C:47]([C:50]3[C:51]([C:65]4[CH:70]=[CH:69][CH:68]=[CH:67][CH:66]=4)=[CH:52][C:53]4[N:58]([CH2:59][C:60]#[N:61])[C:57](=[O:62])[CH:56]([CH3:63])[O:55][C:54]=4[N:64]=3)=[CH:46][CH:45]=2)[CH2:43][CH2:42][CH2:41]1)(C)(C)C, predict the reaction product. The product is: [NH2:39][C:40]1([C:44]2[CH:45]=[CH:46][C:47]([C:50]3[C:51]([C:65]4[CH:66]=[CH:67][CH:68]=[CH:69][CH:70]=4)=[CH:52][C:53]4[N:58]([CH2:59][C:60]#[N:61])[C:57](=[O:62])[CH:56]([CH3:63])[O:55][C:54]=4[N:64]=3)=[CH:48][CH:49]=2)[CH2:41][CH2:42][CH2:43]1.